Dataset: Reaction yield outcomes from USPTO patents with 853,638 reactions. Task: Predict the reaction yield, written as a fraction of the theoretical maximum amount of product (1.0 means a 100% yield; for example, 0.34 means a 34% yield). (1) The product is [OH:45][C:14]1[CH:15]=[C:16]([NH:28][C:31](=[O:32])[NH2:33])[CH:8]=[CH:9][C:10]=1[CH3:11]. The yield is 0.460. The reactants are CS(O)(=O)=O.NC[C:8]1[CH:9]=[C:10]2[C:14](=[CH:15][CH:16]=1)C(=O)N(C1CCC(=O)NC1=O)[CH2:11]2.C1N=C[N:28]([C:31]([N:33]2C=NC=C2)=[O:32])C=1.[Si]([O:45]NC1C=CC(C)=CC=1)(C(C)(C)C)(C)C. The catalyst is CN(C=O)C. (2) The reactants are [N:1]1[N:5]2[C:6]3[C:11]([CH:12]=[CH:13][C:4]2=[N:3][N:2]=1)=[C:10]([CH2:14][CH:15]=O)[CH:9]=[CH:8][CH:7]=3.[F:17][CH:18]([F:35])[C:19]1[CH:28]=[CH:27][C:26]2[C:21](=[CH:22][CH:23]=[CH:24][C:25]=2[N:29]2[CH2:34][CH2:33][NH:32][CH2:31][CH2:30]2)[N:20]=1.C(O[BH-](OC(=O)C)OC(=O)C)(=O)C.[Na+].[Cl:50]CCCl. No catalyst specified. The product is [ClH:50].[ClH:50].[F:35][CH:18]([F:17])[C:19]1[CH:28]=[CH:27][C:26]2[C:21](=[CH:22][CH:23]=[CH:24][C:25]=2[N:29]2[CH2:30][CH2:31][N:32]([CH2:15][CH2:14][C:10]3[CH:9]=[CH:8][CH:7]=[C:6]4[C:11]=3[CH:12]=[CH:13][C:4]3[N:5]4[N:1]=[N:2][N:3]=3)[CH2:33][CH2:34]2)[N:20]=1. The yield is 0.440.